Predict which catalyst facilitates the given reaction. From a dataset of Catalyst prediction with 721,799 reactions and 888 catalyst types from USPTO. (1) Reactant: Br[CH2:2][C:3]([C:5]1[CH:10]=[CH:9][C:8]([N+:11]([O-:13])=[O:12])=[CH:7][CH:6]=1)=[O:4].[C-:14]#[N:15].[Na+].Cl. Product: [C:14]([CH2:2][C:3]([C:5]1[CH:10]=[CH:9][C:8]([N+:11]([O-:13])=[O:12])=[CH:7][CH:6]=1)=[O:4])#[N:15]. The catalyst class is: 40. (2) Reactant: C([Si](C)(C)[O:6][CH:7]([CH2:24][C:25]1[CH:30]=[CH:29][C:28]([F:31])=[CH:27][CH:26]=1)[CH2:8][CH2:9][CH:10]1[CH2:14][CH2:13][C:12](=[O:15])[N:11]1[CH2:16][CH2:17][CH2:18][CH2:19][CH2:20][CH2:21][C:22]#[N:23])(C)(C)C.CCCC[N+](CCCC)(CCCC)CCCC.[F-].C([O-])(O)=O.[Na+]. Product: [F:31][C:28]1[CH:29]=[CH:30][C:25]([CH2:24][CH:7]([OH:6])[CH2:8][CH2:9][CH:10]2[CH2:14][CH2:13][C:12](=[O:15])[N:11]2[CH2:16][CH2:17][CH2:18][CH2:19][CH2:20][CH2:21][C:22]#[N:23])=[CH:26][CH:27]=1. The catalyst class is: 1.